From a dataset of Full USPTO retrosynthesis dataset with 1.9M reactions from patents (1976-2016). Predict the reactants needed to synthesize the given product. Given the product [NH2:19][C:15]1[C:14]2[N:20]=[C:21]3[CH2:26][O:25][CH2:24][C@H:23]([C:27]([F:30])([CH3:29])[CH3:28])[N:22]3[C:13]=2[C:12]2[C:17](=[CH:18][C:9]([OH:8])=[CH:10][CH:11]=2)[N:16]=1, predict the reactants needed to synthesize it. The reactants are: C([O:8][C:9]1[CH:18]=[C:17]2[C:12]([C:13]3[N:22]4[C@@H:23]([C:27]([F:30])([CH3:29])[CH3:28])[CH2:24][O:25][CH2:26][C:21]4=[N:20][C:14]=3[C:15]([NH2:19])=[N:16]2)=[CH:11][CH:10]=1)C1C=CC=CC=1.